Dataset: Full USPTO retrosynthesis dataset with 1.9M reactions from patents (1976-2016). Task: Predict the reactants needed to synthesize the given product. Given the product [O:28]=[S:2]1(=[O:1])[C:7]2[CH:8]=[CH:9][CH:10]=[CH:11][C:6]=2[NH:5][C:4]([C:12]2[C:17](=[O:18])[N:16]([NH:19][CH2:20][CH:21]([CH3:22])[CH3:23])[C:15]3[CH:24]=[CH:25][S:26][C:14]=3[C:13]=2[OH:27])=[N:3]1, predict the reactants needed to synthesize it. The reactants are: [O:1]=[S:2]1(=[O:28])[C:7]2[CH:8]=[CH:9][CH:10]=[CH:11][C:6]=2[NH:5][C:4]([C:12]2[C:17](=[O:18])[N:16]([N:19]=[CH:20][CH:21]([CH3:23])[CH3:22])[C:15]3[CH:24]=[CH:25][S:26][C:14]=3[C:13]=2[OH:27])=[N:3]1.CO.[BH4-].[Li+].Cl.